Dataset: Full USPTO retrosynthesis dataset with 1.9M reactions from patents (1976-2016). Task: Predict the reactants needed to synthesize the given product. (1) The reactants are: Br[CH2:2][CH2:3][CH2:4][CH2:5][CH2:6][C:7]([O:9][CH2:10][CH3:11])=[O:8].[O:12]=[C:13]([CH2:19][CH3:20])[CH2:14][C:15]([O:17][CH3:18])=[O:16].C(=O)([O-])[O-].[K+].[K+]. Given the product [C:13]([CH:14]([CH2:2][CH2:3][CH2:4][CH2:5][CH2:6][C:7]([O:9][CH2:10][CH3:11])=[O:8])[C:15]([O:17][CH3:18])=[O:16])(=[O:12])[CH2:19][CH3:20], predict the reactants needed to synthesize it. (2) Given the product [CH3:14][CH:13]1[C@@H:4]2[CH2:5][CH2:6][C@@H:7]([C:20]([OH:22])=[O:21])[CH2:8][N:9]2[C:10](=[O:11])[O:12]1, predict the reactants needed to synthesize it. The reactants are: OC([C@H:4]1[N:9]([C:10]([O:12][CH2:13][C:14]2C=CC=CC=2)=[O:11])[CH2:8][C@H:7]([C:20]([O:22]C)=[O:21])[CH2:6][CH2:5]1)C.O.[OH-].[Li+].Cl.